This data is from Full USPTO retrosynthesis dataset with 1.9M reactions from patents (1976-2016). The task is: Predict the reactants needed to synthesize the given product. (1) Given the product [I:1][C:2]1[CH:3]=[C:4]2[C:9](=[CH:10][CH:11]=1)[N:8]=[CH:7][N:6]=[C:5]2[Cl:15], predict the reactants needed to synthesize it. The reactants are: [I:1][C:2]1[CH:3]=[C:4]2[C:9](=[CH:10][CH:11]=1)[N:8]=[CH:7][NH:6][C:5]2=O.P(Cl)(Cl)([Cl:15])=O.C(N(CC)CC)C. (2) Given the product [F:10][C:9]([F:12])([F:11])[O:8][C:5]1[CH:4]=[C:3]2[C:2](=[CH:7][CH:6]=1)[NH:1][C:15](=[O:17])[CH:14]=[CH:13]2, predict the reactants needed to synthesize it. The reactants are: [NH2:1][C:2]1[CH:7]=[CH:6][C:5]([O:8][C:9]([F:12])([F:11])[F:10])=[CH:4][C:3]=1/[CH:13]=[CH:14]/[C:15]([O:17]CC)=O. (3) The reactants are: [C:1]([NH:4][C@H:5]1[C@@H:14]([O:15][CH2:16][C:17]2[CH:22]=[CH:21][CH:20]=[CH:19][CH:18]=2)[O:13][C@H:12]2[C@@H:7]([O:8][C@H](C3C=CC=CC=3)[O:10][CH2:11]2)[C@@H:6]1[O:29][C@@H:30]([CH3:43])[C:31]([NH:33][C@@H:34]([CH3:42])[CH2:35][C:36]1[CH:41]=[CH:40][CH:39]=[CH:38][CH:37]=1)=[O:32])(=[O:3])[CH3:2].C1(C)C=CC(S(O)(=O)=O)=CC=1.C(N(CC)CC)C. Given the product [C:1]([NH:4][C@@H:5]1[C@@H:6]([O:29][C@@H:30]([CH3:43])[C:31]([NH:33][C@@H:34]([CH3:42])[CH2:35][C:36]2[CH:41]=[CH:40][CH:39]=[CH:38][CH:37]=2)=[O:32])[C@H:7]([OH:8])[C@@H:12]([CH2:11][OH:10])[O:13][C@@H:14]1[O:15][CH2:16][C:17]1[CH:22]=[CH:21][CH:20]=[CH:19][CH:18]=1)(=[O:3])[CH3:2], predict the reactants needed to synthesize it. (4) Given the product [NH2:1][C:2]1[N:7]=[C:6]([NH:8][CH2:9][C:10]([NH:12][C:13]2[CH:18]=[CH:17][CH:16]=[C:15]([C:19]([F:22])([F:21])[F:20])[CH:14]=2)=[O:11])[C:5]([CH:23]=[N:33][OH:34])=[C:4]([S:25][CH3:26])[N:3]=1, predict the reactants needed to synthesize it. The reactants are: [NH2:1][C:2]1[N:7]=[C:6]([NH:8][CH2:9][C:10]([NH:12][C:13]2[CH:18]=[CH:17][CH:16]=[C:15]([C:19]([F:22])([F:21])[F:20])[CH:14]=2)=[O:11])[C:5]([CH:23]=O)=[C:4]([S:25][CH3:26])[N:3]=1.C(=O)(O)[O-].[K+].Cl.[NH2:33][OH:34]. (5) Given the product [NH2:1][C:2]1[C:3]([C:18]2[CH:27]=[CH:26][C:21]([C:22]([O:24][CH3:25])=[O:23])=[C:20]([F:28])[CH:19]=2)=[N:4][C:5]([CH:8]2[CH2:17][CH2:16][C:11](=[O:12])[CH2:10][CH2:9]2)=[CH:6][N:7]=1, predict the reactants needed to synthesize it. The reactants are: [NH2:1][C:2]1[C:3]([C:18]2[CH:27]=[CH:26][C:21]([C:22]([O:24][CH3:25])=[O:23])=[C:20]([F:28])[CH:19]=2)=[N:4][C:5]([CH:8]2[CH2:17][CH2:16][C:11]3(OCC[O:12]3)[CH2:10][CH2:9]2)=[CH:6][N:7]=1.Cl.[OH-].[Na+].C([O-])(O)=O.[Na+]. (6) The reactants are: [CH3:1]S(O)(=O)=O.[F:6][C:7]1[C:12]([F:13])=[CH:11][CH:10]=[CH:9][C:8]=1[C@H:14]1[CH2:20][N:19]2[C:21]([C:24]([OH:27])([CH3:26])[CH3:25])=[CH:22][N:23]=[C:18]2[C@H:17]([NH:28]C(=O)OC(C)(C)C)[CH2:16][CH2:15]1. Given the product [F:6][C:7]1[C:12]([F:13])=[CH:11][CH:10]=[CH:9][C:8]=1[C@H:14]1[CH2:20][N:19]2[C:21]([C:24]([O:27][CH3:1])([CH3:25])[CH3:26])=[CH:22][N:23]=[C:18]2[C@H:17]([NH2:28])[CH2:16][CH2:15]1, predict the reactants needed to synthesize it. (7) Given the product [F:1][C:2]1([CH2:12][CH2:13][CH:14]2[C:22]3[C:17](=[CH:18][CH:19]=[CH:20][CH:21]=3)[C:16]3=[CH:23][N:24]=[CH:25][N:15]23)[CH2:7][CH2:6][CH:5]([CH2:8][OH:9])[CH2:4][CH2:3]1, predict the reactants needed to synthesize it. The reactants are: [F:1][C:2]1([CH2:12][CH2:13][CH:14]2[C:22]3[C:17](=[CH:18][CH:19]=[CH:20][CH:21]=3)[C:16]3=[CH:23][N:24]=[CH:25][N:15]23)[CH2:7][CH2:6][CH:5]([C:8](OC)=[O:9])[CH2:4][CH2:3]1.[H-].[H-].[H-].[H-].[Li+].[Al+3].CC(O)C. (8) Given the product [C:15]1([C:20]2[CH:21]=[CH:22][CH:23]=[CH:24][CH:25]=2)[CH:16]=[CH:17][CH:18]=[CH:19][C:14]=1[NH:13]/[C:3](=[C:2](/[NH:13][C:14]1[CH:19]=[CH:18][CH:17]=[CH:16][C:15]=1[C:20]1[CH:21]=[CH:22][CH:23]=[CH:24][CH:25]=1)\[C:9]([O:11][CH3:12])=[O:10])/[C:4]([O:6][CH3:7])=[O:5], predict the reactants needed to synthesize it. The reactants are: O/[C:2](/[C:9]([O:11][CH3:12])=[O:10])=[C:3](/O)\[C:4]([O:6][CH3:7])=[O:5].[NH2:13][C:14]1[CH:19]=[CH:18][CH:17]=[CH:16][C:15]=1[C:20]1[CH:25]=[CH:24][CH:23]=[CH:22][CH:21]=1.Cl. (9) Given the product [CH3:7][O:6][Si:5]([CH2:4][CH2:3][CH2:2][CH2:20][C:19]([NH2:25])=[O:21])([O:10][CH3:11])[O:8][CH3:9], predict the reactants needed to synthesize it. The reactants are: N[CH2:2][CH2:3][CH2:4][Si:5]([O:10][CH3:11])([O:8][CH3:9])[O:6][CH3:7].C1(C)C=CC=CC=1.[C:19](Cl)(=[O:21])[CH3:20].C([N:25](CC)CC)C.